This data is from CYP2D6 inhibition data for predicting drug metabolism from PubChem BioAssay. The task is: Regression/Classification. Given a drug SMILES string, predict its absorption, distribution, metabolism, or excretion properties. Task type varies by dataset: regression for continuous measurements (e.g., permeability, clearance, half-life) or binary classification for categorical outcomes (e.g., BBB penetration, CYP inhibition). Dataset: cyp2d6_veith. (1) The compound is COc1cccc(Cn2c(=O)c(-c3cccs3)nc3cnc(Nc4ccccc4)nc32)c1. The result is 0 (non-inhibitor). (2) The drug is CSc1ccc(C(=O)c2[nH]c(=O)[nH]c2C)cc1. The result is 0 (non-inhibitor). (3) The drug is CN(C)C(=O)c1ccc(-c2cc(NCc3cccnc3)ncn2)cc1. The result is 0 (non-inhibitor). (4) The drug is CN1CCc2nc(N)nc(-c3nc(N)nc4c3CN(C)CC4)c2C1. The result is 0 (non-inhibitor). (5) The compound is COc1ccc(-n2c(=O)c(-c3ccc(F)cc3)nc3cnc(N4CCNCC4)nc32)cc1. The result is 0 (non-inhibitor). (6) The drug is CC(=O)SCC[N+](C)(C)C. The result is 0 (non-inhibitor). (7) The drug is NC(=O)C/C=C\CC(N)=O. The result is 0 (non-inhibitor).